The task is: Predict which catalyst facilitates the given reaction.. This data is from Catalyst prediction with 721,799 reactions and 888 catalyst types from USPTO. (1) Reactant: [OH:1][C:2]1[CH:7]=[CH:6][C:5]([C:8](=[O:10])[CH3:9])=[CH:4][CH:3]=1.FC(F)(F)S(O[CH2:17][C:18]([F:21])([F:20])[F:19])(=O)=O.C(=O)([O-])[O-].[Cs+].[Cs+].C(=O)([O-])O.[Na+]. Product: [F:19][C:18]([F:21])([F:20])[CH2:17][O:1][C:2]1[CH:7]=[CH:6][C:5]([C:8](=[O:10])[CH3:9])=[CH:4][CH:3]=1. The catalyst class is: 3. (2) Reactant: [CH2:1]([N:3]1[C:7]2[CH:8]=[CH:9][C:10]([N:12]=[N+:13]=[N-:14])=[CH:11][C:6]=2[N:5]=[C:4]1[CH2:15][N:16]1[CH:20]=[CH:19][N:18]=[C:17]1[C:21]1[CH:26]=[C:25]([F:27])[CH:24]=[CH:23][C:22]=1[F:28])[CH3:2].[C:29]([O:33][CH2:34][CH3:35])(=[O:32])[C:30]#[CH:31]. Product: [CH2:34]([O:33][C:29]([C:30]1[N:14]=[N:13][N:12]([C:10]2[CH:9]=[CH:8][C:7]3[N:3]([CH2:1][CH3:2])[C:4]([CH2:15][N:16]4[CH:20]=[CH:19][N:18]=[C:17]4[C:21]4[CH:26]=[C:25]([F:27])[CH:24]=[CH:23][C:22]=4[F:28])=[N:5][C:6]=3[CH:11]=2)[CH:31]=1)=[O:32])[CH3:35]. The catalyst class is: 8. (3) The catalyst class is: 195. Reactant: C[O:2][C:3]1[CH:8]=[CH:7][C:6]([C:9]2[S:13][C:12]([C:14]3[CH:19]=[CH:18][CH:17]=[C:16]([O:20]C)[CH:15]=3)=[N:11][CH:10]=2)=[CH:5][CH:4]=1. Product: [OH:2][C:3]1[CH:4]=[CH:5][C:6]([C:9]2[S:13][C:12]([C:14]3[CH:15]=[C:16]([OH:20])[CH:17]=[CH:18][CH:19]=3)=[N:11][CH:10]=2)=[CH:7][CH:8]=1. (4) Reactant: [F:1][C:2]([F:23])([F:22])[C:3]1[CH:4]=[C:5]([CH:19]=[CH:20][CH:21]=1)[C:6]([NH:8][C:9]1[CH:10]=[CH:11][C:12]([Cl:18])=[C:13]([CH:17]=1)[C:14]([OH:16])=O)=[O:7].ClC1N=C(OC)N=C(OC)N=1.CN1CCOCC1.[C:42]([O:46][C:47]([N:49]1[CH2:54][CH2:53][CH:52]([S:55]([C:58]2[CH:63]=[CH:62][C:61]([NH:64][C:65]3[N:70]=[CH:69][C:68]([NH2:71])=[CH:67][N:66]=3)=[CH:60][CH:59]=2)(=[O:57])=[O:56])[CH2:51][CH2:50]1)=[O:48])([CH3:45])([CH3:44])[CH3:43]. Product: [C:42]([O:46][C:47]([N:49]1[CH2:50][CH2:51][CH:52]([S:55]([C:58]2[CH:59]=[CH:60][C:61]([NH:64][C:65]3[N:70]=[CH:69][C:68]([NH:71][C:14](=[O:16])[C:13]4[CH:17]=[C:9]([NH:8][C:6](=[O:7])[C:5]5[CH:19]=[CH:20][CH:21]=[C:3]([C:2]([F:23])([F:22])[F:1])[CH:4]=5)[CH:10]=[CH:11][C:12]=4[Cl:18])=[CH:67][N:66]=3)=[CH:62][CH:63]=2)(=[O:56])=[O:57])[CH2:53][CH2:54]1)=[O:48])([CH3:45])([CH3:43])[CH3:44]. The catalyst class is: 2.